Dataset: Forward reaction prediction with 1.9M reactions from USPTO patents (1976-2016). Task: Predict the product of the given reaction. (1) Given the reactants [N:1]1[CH:6]=[CH:5][C:4]([CH2:7][CH2:8][CH2:9]O)=[CH:3][CH:2]=1.[CH3:11][CH:12]([CH3:28])[C:13]([NH:15][C:16]1[CH:21]=[CH:20][CH:19]=[C:18]([CH:22]2[CH2:27][CH2:26][NH:25][CH2:24][CH2:23]2)[CH:17]=1)=[O:14], predict the reaction product. The product is: [CH3:11][CH:12]([CH3:28])[C:13]([NH:15][C:16]1[CH:21]=[CH:20][CH:19]=[C:18]([CH:22]2[CH2:27][CH2:26][N:25]([CH2:9][CH2:8][CH2:7][C:4]3[CH:3]=[CH:2][N:1]=[CH:6][CH:5]=3)[CH2:24][CH2:23]2)[CH:17]=1)=[O:14]. (2) Given the reactants Br[C:2]1[S:6][C:5]([NH:7][C:8]([NH:10][C:11]2[C:16]([CH3:17])=[CH:15][C:14]([CH3:18])=[CH:13][C:12]=2[CH3:19])=[O:9])=[C:4]([C:20]([O:22][C:23]([CH3:26])([CH3:25])[CH3:24])=[O:21])[CH:3]=1.[F:27][C:28]([F:40])([F:39])[O:29][C:30]1[CH:35]=[CH:34][C:33](B(O)O)=[CH:32][CH:31]=1.C([O-])([O-])=O.[Na+].[Na+], predict the reaction product. The product is: [F:27][C:28]([F:39])([F:40])[O:29][C:30]1[CH:35]=[CH:34][C:33]([C:2]2[S:6][C:5]([NH:7][C:8]([NH:10][C:11]3[C:16]([CH3:17])=[CH:15][C:14]([CH3:18])=[CH:13][C:12]=3[CH3:19])=[O:9])=[C:4]([C:20]([O:22][C:23]([CH3:26])([CH3:25])[CH3:24])=[O:21])[CH:3]=2)=[CH:32][CH:31]=1. (3) Given the reactants Br[C:2]1[CH:3]=[C:4]([C:15]([NH:17][CH2:18][C:19]2[C:20](=[O:27])[NH:21][C:22]([CH3:26])=[CH:23][C:24]=2[CH3:25])=[O:16])[C:5]2[C:6]([CH3:14])=[N:7][N:8]([CH:11]([CH3:13])[CH3:12])[C:9]=2[CH:10]=1.[CH3:28][N:29]1[CH2:34][CH2:33][N:32]([C:35]2[CH:40]=[C:39](B3OC(C)(C)C(C)(C)O3)[CH:38]=[CH:37][N:36]=2)[CH2:31][CH2:30]1.C([O-])([O-])=O.[Na+].[Na+], predict the reaction product. The product is: [CH3:25][C:24]1[CH:23]=[C:22]([CH3:26])[NH:21][C:20](=[O:27])[C:19]=1[CH2:18][NH:17][C:15]([C:4]1[C:5]2[C:6]([CH3:14])=[N:7][N:8]([CH:11]([CH3:13])[CH3:12])[C:9]=2[CH:10]=[C:2]([C:37]2[CH:38]=[CH:39][CH:40]=[C:35]([N:32]3[CH2:31][CH2:30][N:29]([CH3:28])[CH2:34][CH2:33]3)[N:36]=2)[CH:3]=1)=[O:16]. (4) Given the reactants Cl[C:2]1[CH:11]=[CH:10][N:9]=[C:8]2[C:3]=1[CH:4]=[CH:5][C:6]([CH2:12][CH3:13])=[N:7]2.[NH2:14][C:15]1[CH:20]=[C:19]([CH3:21])[CH:18]=[CH:17][C:16]=1[S:22][C:23]1[CH:28]=[CH:27][C:26]([NH:29][C:30](=[O:32])[CH3:31])=[CH:25][CH:24]=1, predict the reaction product. The product is: [CH2:12]([C:6]1[N:7]=[C:8]2[C:3]([C:2]([NH:14][C:15]3[CH:20]=[C:19]([CH3:21])[CH:18]=[CH:17][C:16]=3[S:22][C:23]3[CH:28]=[CH:27][C:26]([NH:29][C:30](=[O:32])[CH3:31])=[CH:25][CH:24]=3)=[CH:11][CH:10]=[N:9]2)=[CH:4][CH:5]=1)[CH3:13].